From a dataset of Full USPTO retrosynthesis dataset with 1.9M reactions from patents (1976-2016). Predict the reactants needed to synthesize the given product. (1) Given the product [Cl:8][C:9]1[CH:14]=[CH:13][C:12]([CH:15]2[CH2:20][CH2:19][CH2:18][N:17]([C:30]([C:28]3[CH:27]=[N:26][N:25]([CH:22]([CH3:24])[CH3:23])[CH:29]=3)=[O:31])[CH2:16]2)=[C:11]([CH3:21])[CH:10]=1, predict the reactants needed to synthesize it. The reactants are: CCCP(=O)=O.Cl.[Cl:8][C:9]1[CH:14]=[CH:13][C:12]([CH:15]2[CH2:20][CH2:19][CH2:18][NH:17][CH2:16]2)=[C:11]([CH3:21])[CH:10]=1.[CH:22]([N:25]1[CH:29]=[C:28]([C:30](O)=[O:31])[CH:27]=[N:26]1)([CH3:24])[CH3:23]. (2) Given the product [I:16][C:2]1[CH:7]=[CH:6][C:5]([CH2:8][CH:9]([NH:11][C:12](=[O:14])[CH3:13])[CH3:10])=[CH:4][CH:3]=1, predict the reactants needed to synthesize it. The reactants are: Br[C:2]1[CH:7]=[CH:6][C:5]([CH2:8][CH:9]([NH:11][C:12](=[O:14])[CH3:13])[CH3:10])=[CH:4][CH:3]=1.[Na+].[I-:16].